This data is from Reaction yield outcomes from USPTO patents with 853,638 reactions. The task is: Predict the reaction yield, written as a fraction of the theoretical maximum amount of product (1.0 means a 100% yield; for example, 0.34 means a 34% yield). The reactants are [F:1][C:2]1[CH:10]=[C:9]2[C:5]([C:6]([C:11]3[CH:12]=[CH:13][C:14]4[S:18](=[O:20])(=[O:19])[N:17](C5CCNC(=O)C5)[CH:16]([CH3:28])[C:15]=4[CH:29]=3)=[CH:7][NH:8]2)=[CH:4][CH:3]=1.[C:30]([O-:33])([O-])=[O:31].[K+].[K+].Br[CH2:37][C:38]([O:40][C:41]([CH3:44])([CH3:43])[CH3:42])=[O:39].[OH2:45]. The catalyst is CN(C=O)C. The product is [C:41]([O:40][C:38](=[O:39])[CH2:37][N:17]1[CH:16]([CH2:28][OH:45])[C:15]2[CH:29]=[C:11]([C:6]3[C:5]4[C:9](=[CH:10][C:2]([F:1])=[CH:3][CH:4]=4)[N:8]([C:30]([O:33][C:5]([CH3:9])([CH3:6])[CH3:4])=[O:31])[CH:7]=3)[CH:12]=[CH:13][C:14]=2[S:18]1(=[O:20])=[O:19])([CH3:44])([CH3:43])[CH3:42]. The yield is 0.850.